This data is from Ames mutagenicity test results for genotoxicity prediction. The task is: Regression/Classification. Given a drug SMILES string, predict its toxicity properties. Task type varies by dataset: regression for continuous values (e.g., LD50, hERG inhibition percentage) or binary classification for toxic/non-toxic outcomes (e.g., AMES mutagenicity, cardiotoxicity, hepatotoxicity). Dataset: ames. (1) The molecule is COC(=O)C12CC1(C=O)C(C=O)C=C1CC(C)(C)CC12. The result is 1 (mutagenic). (2) The result is 1 (mutagenic). The drug is CC(=O)Nc1ccc(N=Nc2ccc(N(C)C)cc2)cc1. (3) The drug is CN(N=O)C(=N)NN(O)O. The result is 1 (mutagenic). (4) The compound is CCCCCC(=O)OCC. The result is 0 (non-mutagenic). (5) The drug is CCCCOc1ccc2nc3cc(Cl)ccc3c(NCCCNCCCl)c2n1. The result is 1 (mutagenic). (6) The drug is Cn1cnc(-c2ccccc2)c1N=O. The result is 1 (mutagenic).